Dataset: Full USPTO retrosynthesis dataset with 1.9M reactions from patents (1976-2016). Task: Predict the reactants needed to synthesize the given product. (1) Given the product [F:1][C:2]([F:7])([F:6])[C:3]([OH:5])=[O:4].[C:79]([C:77]1[N:78]=[C:74]([C:72]([NH:71][C:68]2[CH:69]=[CH:70][C:65]([CH:62]3[CH2:61][CH2:60][N:59]([CH2:58][C:57]([OH:87])=[O:56])[CH2:64][CH2:63]3)=[CH:66][C:67]=2[C:81]2[CH2:86][CH2:85][CH2:84][CH2:83][CH:82]=2)=[O:73])[NH:75][CH:76]=1)#[N:80], predict the reactants needed to synthesize it. The reactants are: [F:1][C:2]([F:7])([F:6])[C:3]([OH:5])=[O:4].C1(C2C=C(C3CCNCC3)C=CC=2NC(C2NC=C(C#N)N=2)=O)CCCCC=1.BrCC(OC(C)(C)C)=O.CCN(CC)CC.C([O:56][C:57](=[O:87])[CH2:58][N:59]1[CH2:64][CH2:63][CH:62]([C:65]2[CH:70]=[CH:69][C:68]([NH:71][C:72]([C:74]3[NH:75][CH:76]=[C:77]([C:79]#[N:80])[N:78]=3)=[O:73])=[C:67]([C:81]3[CH2:86][CH2:85][CH2:84][CH2:83][CH:82]=3)[CH:66]=2)[CH2:61][CH2:60]1)(C)(C)C. (2) The reactants are: [C:1]([O:4][CH2:5][C:6]1[C:11]([CH3:12])=[CH:10][C:9]([CH3:13])=[C:8]([N+:14]([O-])=O)[C:7]=1[CH3:17])(=[O:3])[CH3:2].[Cl-].[NH4+]. Given the product [C:1]([O:4][CH2:5][C:6]1[C:7]([CH3:17])=[C:8]([C:9]([CH3:13])=[CH:10][C:11]=1[CH3:12])[NH2:14])(=[O:3])[CH3:2], predict the reactants needed to synthesize it. (3) Given the product [CH2:1]([N:4]1[CH:9]=[C:8]([C:10]2[CH:15]=[CH:14][C:13]([S:16]([NH:19][C:20]3[C:29]([F:30])=[CH:28][C:23]([C:24]([OH:26])=[O:25])=[C:22]([F:31])[CH:21]=3)(=[O:18])=[O:17])=[CH:12][CH:11]=2)[CH:7]=[N:6][C:5]1=[O:32])[CH:2]=[CH2:3], predict the reactants needed to synthesize it. The reactants are: [CH2:1]([N:4]1[CH:9]=[C:8]([C:10]2[CH:15]=[CH:14][C:13]([S:16]([NH:19][C:20]3[C:29]([F:30])=[CH:28][C:23]([C:24]([O:26]C)=[O:25])=[C:22]([F:31])[CH:21]=3)(=[O:18])=[O:17])=[CH:12][CH:11]=2)[CH:7]=[N:6][C:5]1=[O:32])[CH:2]=[CH2:3].[OH-].[Li+].Cl. (4) Given the product [CH3:1][C:2]1[CH:9]=[CH:8][CH:7]=[C:6]([CH3:10])[C:3]=1[CH2:4][N:26]1[C:22](=[O:32])[C:23]2=[CH:31][CH:30]=[CH:29][CH:28]=[C:24]2[C:25]1=[O:27], predict the reactants needed to synthesize it. The reactants are: [CH3:1][C:2]1[CH:9]=[CH:8][CH:7]=[C:6]([CH3:10])[C:3]=1[CH2:4]O.Cl[Si](C)(C)C.C(OCC)(=O)C.[C:22]1(=[O:32])[NH:26][C:25](=[O:27])[C:24]2=[CH:28][CH:29]=[CH:30][CH:31]=[C:23]12.[K]. (5) Given the product [CH:25]1([C:22]2[CH:23]=[N:24][C:15]([NH:13][C:9]3[CH:8]=[C:7]4[C:12](=[CH:11][CH:10]=3)[N:4]([CH:1]([CH3:3])[CH3:2])[CH:5]=[CH:6]4)=[C:16]([CH:21]=2)[C:17]([O:19][CH3:20])=[O:18])[CH2:26][CH2:27]1, predict the reactants needed to synthesize it. The reactants are: [CH:1]([N:4]1[C:12]2[C:7](=[CH:8][C:9]([NH2:13])=[CH:10][CH:11]=2)[CH:6]=[CH:5]1)([CH3:3])[CH3:2].Cl[C:15]1[N:24]=[CH:23][C:22]([CH:25]2[CH2:27][CH2:26]2)=[CH:21][C:16]=1[C:17]([O:19][CH3:20])=[O:18].C(=O)([O-])[O-].[Cs+].[Cs+].C(OCCCC)(=O)C. (6) Given the product [Br:7][C:8]1[CH:9]=[CH:10][C:11]2[C:15]3[CH2:16][N:17]([C:32]([O:31][C:28]([CH3:30])([CH3:29])[CH3:27])=[O:33])[CH2:18][CH2:19][CH2:20][C:14]=3[N:13]([CH3:22])[C:12]=2[N:23]=1, predict the reactants needed to synthesize it. The reactants are: B.C1COCC1.[Br:7][C:8]1[CH:9]=[CH:10][C:11]2[C:15]3[C:16](=O)[NH:17][CH2:18][CH2:19][CH2:20][C:14]=3[N:13]([CH3:22])[C:12]=2[N:23]=1.Cl.[OH-].[Na+].[CH3:27][C:28]([O:31][C:32](O[C:32]([O:31][C:28]([CH3:30])([CH3:29])[CH3:27])=[O:33])=[O:33])([CH3:30])[CH3:29].